This data is from Forward reaction prediction with 1.9M reactions from USPTO patents (1976-2016). The task is: Predict the product of the given reaction. (1) Given the reactants [CH3:1][C:2]([NH2:7])([CH2:5][OH:6])[CH2:3][OH:4].[CH2:8]([NH2:14])[CH2:9][S:10]([O-:13])(=[O:12])=[O:11].[K+:15], predict the reaction product. The product is: [CH3:1][C:2]([NH2:7])([CH2:5][OH:6])[CH2:3][OH:4].[CH2:8]([NH2:14])[CH2:9][S:10]([O-:13])(=[O:12])=[O:11].[K+:15].[C:5](=[O:6])=[O:11].[OH2:4]. (2) Given the reactants FC1C=CC(NC(=O)NC2C=CC(C3C=C4C(CN([C@@H](C(C)C)C(O)=O)C4=O)=CC=3)=CC=2)=CC=1.[F:35][C:36]1[CH:37]=[C:38]([NH:42][C:43](=[O:69])[NH:44][C:45]2[CH:50]=[CH:49][C:48]([C:51]3[CH:59]=[C:58]4[C:54]([CH2:55][N:56]([C@@H:61]([CH:66]([CH3:68])[CH3:67])[C:62]([O:64]C)=[O:63])[C:57]4=[O:60])=[CH:53][CH:52]=3)=[CH:47][CH:46]=2)[CH:39]=[CH:40][CH:41]=1, predict the reaction product. The product is: [F:35][C:36]1[CH:37]=[C:38]([NH:42][C:43](=[O:69])[NH:44][C:45]2[CH:50]=[CH:49][C:48]([C:51]3[CH:59]=[C:58]4[C:54]([CH2:55][N:56]([C@@H:61]([CH:66]([CH3:67])[CH3:68])[C:62]([OH:64])=[O:63])[C:57]4=[O:60])=[CH:53][CH:52]=3)=[CH:47][CH:46]=2)[CH:39]=[CH:40][CH:41]=1. (3) The product is: [NH2:9][N:8]1[CH2:7][CH2:6][O:5][CH:4]([C:17]2[CH:22]=[CH:21][CH:20]=[CH:19][CH:18]=2)[C:3]1=[O:2]. Given the reactants C[O:2][C:3](=O)[CH:4]([C:17]1[CH:22]=[CH:21][CH:20]=[CH:19][CH:18]=1)[O:5][CH2:6][CH2:7][NH:8][NH:9]C(OC(C)(C)C)=O, predict the reaction product. (4) Given the reactants [I:1][C:2]1[CH:8]=[C:7]([C:9]([F:18])([C:14]([F:17])([F:16])[F:15])[C:10]([F:13])([F:12])[F:11])[CH:6]=[C:5]([I:19])[C:3]=1[NH2:4].[Cl:20][C:21]1[C:29]([N+:30]([O-:32])=[O:31])=[CH:28][CH:27]=[CH:26][C:22]=1[C:23](Cl)=[O:24].O, predict the reaction product. The product is: [Cl:20][C:21]1[C:29]([N+:30]([O-:32])=[O:31])=[CH:28][CH:27]=[CH:26][C:22]=1[C:23]([NH:4][C:3]1[C:2]([I:1])=[CH:8][C:7]([C:9]([F:18])([C:10]([F:13])([F:12])[F:11])[C:14]([F:15])([F:16])[F:17])=[CH:6][C:5]=1[I:19])=[O:24]. (5) Given the reactants Cl.N1CCC(C2C=CC(C(OCC)=[O:13])=CC=2)=CC1.Cl.COC(C[N:25]1[C:33]2[C:28](=[CH:29][CH:30]=[CH:31][CH:32]=2)[C:27]2[CH2:34][CH2:35][NH:36]C[C:26]1=2)=O, predict the reaction product. The product is: [CH:31]1[C:30]([OH:13])=[CH:29][C:28]2[C:27]([CH2:34][CH2:35][NH2:36])=[CH:26][NH:25][C:33]=2[CH:32]=1. (6) Given the reactants [CH3:1][C:2]([O:4][C@H:5]1[C:14]2[C@@:15]3([CH3:30])[C@@H:26]([CH2:27][O:28][CH3:29])[O:25][C:23](=[O:24])[C:17]4=[CH:18][O:19][C:20]([C:21](=[O:22])[C:13]=2[C@@H:8]2[CH2:9][CH2:10][C@H:11]([OH:12])[C@@:7]2([CH3:31])[CH2:6]1)=[C:16]34)=[O:3].[CH3:32][NH:33][CH2:34][CH2:35][CH2:36][N:37]1[CH2:42][CH2:41][N:40]([CH3:43])[CH2:39][CH2:38]1, predict the reaction product. The product is: [OH:19][C:20]1[C:21](=[O:22])[C:13]2[CH:8]3[C:7]([CH3:31])([CH:11]([OH:12])[CH2:10][CH2:9]3)[CH2:6][CH:5]([O:4][C:2](=[O:3])[CH3:1])[C:14]=2[C:15]2([CH3:30])[C:16]=1[C:17](=[CH:18][N:33]([CH3:32])[CH2:34][CH2:35][CH2:36][N:37]1[CH2:38][CH2:39][N:40]([CH3:43])[CH2:41][CH2:42]1)[C:23](=[O:24])[O:25][CH:26]2[CH2:27][O:28][CH3:29]. (7) Given the reactants [CH3:1][N:2]([CH3:10])[C:3]1([C:8]#[N:9])[CH2:7][CH2:6][CH2:5][CH2:4]1.[CH2:11]([Li])[CH3:12].[BH4-].[Na+].C(=O)([O-])O.[Na+], predict the reaction product. The product is: [NH2:9][CH:8]([C:3]1([N:2]([CH3:10])[CH3:1])[CH2:7][CH2:6][CH2:5][CH2:4]1)[CH2:11][CH3:12]. (8) Given the reactants CCN=C=NCCCN(C)C.[C:12]([O:16][C:17]([N:19]1[CH2:22][CH:21]([NH2:23])[CH2:20]1)=[O:18])([CH3:15])([CH3:14])[CH3:13].[Cl:24][C:25]1[CH:37]=[CH:36][C:35]([C:38]([F:41])([F:40])[F:39])=[CH:34][C:26]=1[C:27]([NH:29][CH2:30][C:31](O)=[O:32])=[O:28], predict the reaction product. The product is: [C:12]([O:16][C:17]([N:19]1[CH2:22][CH:21]([NH:23][C:31](=[O:32])[CH2:30][NH:29][C:27](=[O:28])[C:26]2[CH:34]=[C:35]([C:38]([F:41])([F:40])[F:39])[CH:36]=[CH:37][C:25]=2[Cl:24])[CH2:20]1)=[O:18])([CH3:15])([CH3:13])[CH3:14]. (9) The product is: [ClH:55].[NH2:36][C:37]1([C:41]2[CH:42]=[CH:43][C:44]([C:47]3[C:48](=[O:64])[C:49]4[C:50]([O:56][C:57]=3[C:58]3[CH:59]=[CH:60][CH:61]=[CH:62][CH:63]=3)=[N:51][C:52]([Cl:55])=[CH:53][CH:54]=4)=[CH:45][CH:46]=2)[CH2:40][CH2:39][CH2:38]1. Given the reactants NC1(C2C=CC(C3C(=O)C4C(=CC=C(F)C=4)OC=3C3C=CC=CC=3)=CC=2)CCC1.C(OC(=O)[NH:36][C:37]1([C:41]2[CH:46]=[CH:45][C:44]([C:47]3[C:48](=[O:64])[C:49]4[C:50]([O:56][C:57]=3[C:58]3[CH:63]=[CH:62][CH:61]=[CH:60][CH:59]=3)=[N:51][C:52]([Cl:55])=[CH:53][CH:54]=4)=[CH:43][CH:42]=2)[CH2:40][CH2:39][CH2:38]1)(C)(C)C, predict the reaction product. (10) Given the reactants [OH:1][C:2]1[CH:10]=[CH:9][C:5]([C:6]([OH:8])=O)=[CH:4][CH:3]=1.[CH2:11]([N:15]1[C:23]2[N:22]=[C:21]([Cl:24])[NH:20][C:19]=2[C:18](=[O:25])[N:17]([CH2:26][CH2:27][CH2:28][CH2:29]/[C:30](=[N:33]/[H])/[NH:31]O)[C:16]1=[O:35])[CH2:12][CH2:13][CH3:14], predict the reaction product. The product is: [CH2:11]([N:15]1[C:23]2[N:22]=[C:21]([Cl:24])[NH:20][C:19]=2[C:18](=[O:25])[N:17]([CH2:26][CH2:27][CH2:28][CH2:29][C:30]2[N:31]=[C:6]([C:5]3[CH:4]=[CH:3][C:2]([OH:1])=[CH:10][CH:9]=3)[O:8][N:33]=2)[C:16]1=[O:35])[CH2:12][CH2:13][CH3:14].